From a dataset of Full USPTO retrosynthesis dataset with 1.9M reactions from patents (1976-2016). Predict the reactants needed to synthesize the given product. (1) The reactants are: [CH3:1][O:2][C:3]1[CH:4]=[C:5]([C:13]2[CH:14]=[C:15]3[CH2:21][C:20](=O)[N:19]([CH2:23][O:24]CC[Si](C)(C)C)[C:16]3=[N:17][CH:18]=2)[CH:6]=[C:7]([O:11][CH3:12])[C:8]=1[O:9][CH3:10].C(N(CC)CC)C.[N:38]1[CH:43]=[CH:42][CH:41]=[C:40](C=O)[CH:39]=1.Cl. Given the product [N:38]1[CH:43]=[CH:42][CH:41]=[C:40]([CH:20]=[C:21]2[C:15]3[C:16](=[N:17][CH:18]=[C:13]([C:5]4[CH:6]=[C:7]([O:11][CH3:12])[C:8]([O:9][CH3:10])=[C:3]([O:2][CH3:1])[CH:4]=4)[CH:14]=3)[NH:19][C:23]2=[O:24])[CH:39]=1, predict the reactants needed to synthesize it. (2) The reactants are: Cl[C:2]1[C:7]([C:8]2[CH:9]=[N:10][C:11](/[CH:14]=[CH:15]/[C@H:16]3[C@H:24]([CH3:25])[C:23]([F:27])([F:26])[CH2:22][C@:21]4([OH:28])[C@H:17]3[C@@H:18]([CH3:30])[O:19][C:20]4=[O:29])=[CH:12][CH:13]=2)=[CH:6][CH:5]=[CH:4][N:3]=1.[Br-].[CH:32]1([Zn+])[CH2:34][CH2:33]1.O1CCCC1.SC1N=NN=C(S)C=1. Given the product [CH:32]1([C:2]2[C:7]([C:8]3[CH:9]=[N:10][C:11](/[CH:14]=[CH:15]/[C@H:16]4[C@H:24]([CH3:25])[C:23]([F:27])([F:26])[CH2:22][C@:21]5([OH:28])[C@H:17]4[C@@H:18]([CH3:30])[O:19][C:20]5=[O:29])=[CH:12][CH:13]=3)=[CH:6][CH:5]=[CH:4][N:3]=2)[CH2:34][CH2:33]1, predict the reactants needed to synthesize it. (3) Given the product [N+:28]([C:25]1[CH:26]=[CH:27][C:22]([CH:20]2[CH2:19][CH2:18][C:16](=[O:17])[CH2:15][CH2:21]2)=[CH:23][CH:24]=1)([O-:3])=[O:36], predict the reactants needed to synthesize it. The reactants are: ClC(OCC1C=CC=CC=1)=[O:3].CC1(C)[O:17][CH:16]2[CH2:18][CH2:19][CH:20]([C:22]3[CH:27]=[CH:26][C:25]([NH2:28])=[CH:24][CH:23]=3)[CH2:21][CH:15]2O1.N1C=CC=CC=1.[OH2:36]. (4) Given the product [CH2:2]([O:4][C:5](=[O:10])[C@H:6]([CH2:8][SH:9])[NH2:7])[CH3:3], predict the reactants needed to synthesize it. The reactants are: Cl.[CH2:2]([O:4][C:5](=[O:10])[C@H:6]([CH2:8][SH:9])[NH2:7])[CH3:3].C[O-].[Na+]. (5) Given the product [CH:15]([C@H:14]1[CH2:12][O:11][C:1]([CH2:2][CH2:3][CH2:4][CH2:5][C:6]2[O:8][CH2:9][C@H:14]([CH:15]([CH3:17])[CH3:16])[N:13]=2)=[N:13]1)([CH3:17])[CH3:16], predict the reactants needed to synthesize it. The reactants are: [C:1]([O:11][CH3:12])(=O)[CH2:2][CH2:3][CH2:4][CH2:5][C:6]([O:8][CH3:9])=O.[NH2:13][C@H:14](CO)[CH:15]([CH3:17])[CH3:16]. (6) Given the product [CH3:13][C:14]1[CH:18]=[C:17]([CH3:19])[N:16]([C:10]([C:8]2[N:7]=[C:4]3[N:3]([CH:9]=2)[C:2]([CH3:1])=[CH:6][S:5]3)=[O:12])[N:15]=1, predict the reactants needed to synthesize it. The reactants are: [CH3:1][C:2]1[N:3]2[CH:9]=[C:8]([C:10]([OH:12])=O)[N:7]=[C:4]2[S:5][CH:6]=1.[CH3:13][C:14]1[CH:18]=[C:17]([CH3:19])[NH:16][N:15]=1. (7) Given the product [Br:1][C:2]1[CH:8]=[C:7]2[C:5](=[CH:4][C:3]=1[OH:9])[O:6][C:14](=[O:15])[CH2:13][CH:12]2[CH2:11][Cl:10], predict the reactants needed to synthesize it. The reactants are: [Br:1][C:2]1[CH:8]=[CH:7][C:5]([OH:6])=[CH:4][C:3]=1[OH:9].[Cl:10][CH2:11][C:12](=O)[CH2:13][C:14](OCC)=[O:15]. (8) Given the product [CH3:45][N:41]1[C:42]2[C:37](=[CH:36][C:35]([O:34][CH2:33][CH2:32][CH2:31][CH2:30][CH2:29][N:13]([CH2:14][CH2:15][C:16]3[CH:17]=[N:18][CH:19]=[CH:20][CH:21]=3)[S:10]([C:5]3[CH:6]=[CH:7][CH:8]=[CH:9][C:4]=3[N+:1]([O-:3])=[O:2])(=[O:11])=[O:12])=[CH:44][CH:43]=2)[CH:38]=[CH:39][C:40]1=[O:46], predict the reactants needed to synthesize it. The reactants are: [N+:1]([C:4]1[CH:9]=[CH:8][CH:7]=[CH:6][C:5]=1[S:10]([NH:13][CH2:14][CH2:15][C:16]1[CH:17]=[N:18][CH:19]=[CH:20][CH:21]=1)(=[O:12])=[O:11])([O-:3])=[O:2].C(=O)([O-])[O-].[K+].[K+].Br[CH2:29][CH2:30][CH2:31][CH2:32][CH2:33][O:34][C:35]1[CH:36]=[C:37]2[C:42](=[CH:43][CH:44]=1)[N:41]([CH3:45])[C:40](=[O:46])[CH:39]=[CH:38]2.